From a dataset of Peptide-MHC class I binding affinity with 185,985 pairs from IEDB/IMGT. Regression. Given a peptide amino acid sequence and an MHC pseudo amino acid sequence, predict their binding affinity value. This is MHC class I binding data. (1) The peptide sequence is VGRAWENTI. The MHC is HLA-A26:01 with pseudo-sequence HLA-A26:01. The binding affinity (normalized) is 0. (2) The peptide sequence is RQSSCKMAL. The MHC is HLA-A02:01 with pseudo-sequence HLA-A02:01. The binding affinity (normalized) is 0.0146. (3) The peptide sequence is RRFNLFNKF. The MHC is HLA-A02:03 with pseudo-sequence HLA-A02:03. The binding affinity (normalized) is 0.0847. (4) The peptide sequence is VEFHLDGEVL. The MHC is HLA-B40:02 with pseudo-sequence HLA-B40:02. The binding affinity (normalized) is 0.543.